Task: Predict the product of the given reaction.. Dataset: Forward reaction prediction with 1.9M reactions from USPTO patents (1976-2016) (1) Given the reactants I[C:2]1[CH:3]=[C:4]([C:20]([NH:22][CH2:23][C:24]2[CH:29]=[CH:28][C:27]([S:30]([CH3:33])(=[O:32])=[O:31])=[CH:26][CH:25]=2)=[O:21])[C:5](=[O:19])[N:6]([C:9]2[CH:14]=[CH:13][CH:12]=[C:11]([C:15]([F:18])([F:17])[F:16])[CH:10]=2)[C:7]=1[CH3:8].[Cu][C:35]#[N:36], predict the reaction product. The product is: [C:35]([C:2]1[CH:3]=[C:4]([C:20]([NH:22][CH2:23][C:24]2[CH:25]=[CH:26][C:27]([S:30]([CH3:33])(=[O:32])=[O:31])=[CH:28][CH:29]=2)=[O:21])[C:5](=[O:19])[N:6]([C:9]2[CH:14]=[CH:13][CH:12]=[C:11]([C:15]([F:18])([F:17])[F:16])[CH:10]=2)[C:7]=1[CH3:8])#[N:36]. (2) The product is: [C:24]([NH:1][C@H:2]([C:4]([N:6]1[C:12](=[O:13])[CH:11]([CH3:14])[C:10]2[CH:15]=[CH:16][CH:17]=[CH:18][C:9]=2[C:8]2[C:19]([NH2:23])=[CH:20][CH:21]=[CH:22][C:7]1=2)=[O:5])[CH3:3])(=[O:26])[CH3:25]. Given the reactants [NH2:1][C@H:2]([C:4]([N:6]1[C:12](=[O:13])[CH:11]([CH3:14])[C:10]2[CH:15]=[CH:16][CH:17]=[CH:18][C:9]=2[C:8]2[C:19]([NH2:23])=[CH:20][CH:21]=[CH:22][C:7]1=2)=[O:5])[CH3:3].[C:24](O)(=[O:26])[CH3:25], predict the reaction product.